Dataset: Forward reaction prediction with 1.9M reactions from USPTO patents (1976-2016). Task: Predict the product of the given reaction. (1) Given the reactants [CH3:1][N:2]1[C:6]2[CH:7]=[CH:8][C:9]([N+:11]([O-])=O)=[CH:10][C:5]=2[N:4]([CH2:14][C:15]([F:18])([F:17])[F:16])[C:3]1=[O:19].C([O-])=O.[NH4+], predict the reaction product. The product is: [NH2:11][C:9]1[CH:8]=[CH:7][C:6]2[N:2]([CH3:1])[C:3](=[O:19])[N:4]([CH2:14][C:15]([F:18])([F:17])[F:16])[C:5]=2[CH:10]=1. (2) Given the reactants Br[C:2]1[CH:3]=[C:4]([N:9]2[CH:13]=[CH:12][C:11]([C:14]3[CH:19]=[CH:18][CH:17]=[CH:16][N:15]=3)=[CH:10]2)[CH:5]=[C:6]([F:8])[CH:7]=1.[C:20]([C:22]1[CH:27]=[CH:26][CH:25]=[CH:24][C:23]=1B(O)O)#[N:21].C(=O)([O-])[O-].[K+].[K+].O, predict the reaction product. The product is: [F:8][C:6]1[CH:7]=[C:2]([C:23]2[C:22]([C:20]#[N:21])=[CH:27][CH:26]=[CH:25][CH:24]=2)[CH:3]=[C:4]([N:9]2[CH:13]=[CH:12][C:11]([C:14]3[CH:19]=[CH:18][CH:17]=[CH:16][N:15]=3)=[CH:10]2)[CH:5]=1. (3) Given the reactants [N:1]1[C:11]2[NH:10][C:9]3[CH:12]=[CH:13][CH:14]=[CH:15][C:8]=3[C:7](=[O:16])[NH:6][C:5]=2[CH:4]=[CH:3][CH:2]=1.[H-].[Na+].Cl[CH2:20][C:21](=[O:27])[CH2:22][C:23]([O:25][CH3:26])=[O:24].O, predict the reaction product. The product is: [O:27]=[C:21]([CH2:20][N:6]1[C:7](=[O:16])[C:8]2[CH:15]=[CH:14][CH:13]=[CH:12][C:9]=2[NH:10][C:11]2[N:1]=[CH:2][CH:3]=[CH:4][C:5]1=2)[CH2:22][C:23]([O:25][CH3:26])=[O:24]. (4) Given the reactants [CH2:1]([N:4]([CH2:10][CH2:11][CH3:12])[CH2:5][CH2:6][CH2:7][CH2:8][NH2:9])[CH2:2][CH3:3].C[Al](C)C.CCCCCC.C([O:25][C:26]([C:28]1[N:29]=[C:30]2[CH:35]=[CH:34][C:33]([C:36]#[N:37])=[CH:32][N:31]2[CH:38]=1)=O)C.Cl, predict the reaction product. The product is: [CH2:10]([N:4]([CH2:1][CH2:2][CH3:3])[CH2:5][CH2:6][CH2:7][CH2:8][NH:9][C:26]([C:28]1[N:29]=[C:30]2[CH:35]=[CH:34][C:33]([C:36]#[N:37])=[CH:32][N:31]2[CH:38]=1)=[O:25])[CH2:11][CH3:12]. (5) The product is: [C:19]([C:21]1[CH:22]=[CH:23][C:24]([C:6]([N:8]2[CH2:12][C:11](=[N:13][O:14][CH3:15])[CH2:10][C@H:9]2[C:16]([NH:45][C:41]2[CH:42]=[CH:43][C:44]3[N:32]([CH2:30][CH3:31])[C:33]4[C:38]([C:39]=3[CH:40]=2)=[CH:37][CH:36]=[CH:35][CH:34]=4)=[O:18])=[O:7])=[CH:28][CH:29]=1)#[N:20]. Given the reactants C(O[C:6]([N:8]1[CH2:12][C:11](=[N:13][O:14][CH3:15])[CH2:10][C@H:9]1[C:16]([OH:18])=O)=[O:7])(C)(C)C.[C:19]([C:21]1[CH:29]=[CH:28][C:24](C(Cl)=O)=[CH:23][CH:22]=1)#[N:20].[CH2:30]([N:32]1[C:44]2[CH:43]=[CH:42][C:41]([NH2:45])=[CH:40][C:39]=2[C:38]2[C:33]1=[CH:34][CH:35]=[CH:36][CH:37]=2)[CH3:31], predict the reaction product. (6) Given the reactants [O:1]([C:8]1[CH:13]=[CH:12][C:11]([NH:14][C:15]([C:17]2[NH:18][C:19]3[C:24]([CH:25]=2)=[CH:23][C:22]([Cl:26])=[CH:21][C:20]=3[N+:27]([O-])=O)=[O:16])=[CH:10][CH:9]=1)[C:2]1[CH:7]=[CH:6][CH:5]=[CH:4][CH:3]=1.CO.O.[Cl-].[NH4+], predict the reaction product. The product is: [O:1]([C:8]1[CH:9]=[CH:10][C:11]([NH:14][C:15]([C:17]2[NH:18][C:19]3[C:24]([CH:25]=2)=[CH:23][C:22]([Cl:26])=[CH:21][C:20]=3[NH2:27])=[O:16])=[CH:12][CH:13]=1)[C:2]1[CH:7]=[CH:6][CH:5]=[CH:4][CH:3]=1.